Dataset: TCR-epitope binding with 47,182 pairs between 192 epitopes and 23,139 TCRs. Task: Binary Classification. Given a T-cell receptor sequence (or CDR3 region) and an epitope sequence, predict whether binding occurs between them. (1) Result: 1 (the TCR binds to the epitope). The TCR CDR3 sequence is CASSLGRGTGGLKTQYF. The epitope is IQYIDIGNY. (2) The TCR CDR3 sequence is CASRTSGSPDTQYF. Result: 1 (the TCR binds to the epitope). The epitope is TLIGDCATV. (3) The epitope is AYILFTRFFYV. The TCR CDR3 sequence is CASSLGGQSNQPQHF. Result: 0 (the TCR does not bind to the epitope). (4) The epitope is MLNIPSINV. The TCR CDR3 sequence is CASSQVEDSTPPYEQYF. Result: 0 (the TCR does not bind to the epitope).